From a dataset of Full USPTO retrosynthesis dataset with 1.9M reactions from patents (1976-2016). Predict the reactants needed to synthesize the given product. (1) Given the product [Br:19][C:11]1[C:10]2[O:20][C:2]([CH3:7])([CH3:6])[C:3](=[O:4])[NH:8][C:9]=2[CH:14]=[C:13]([S:15]([CH3:18])(=[O:17])=[O:16])[CH:12]=1, predict the reactants needed to synthesize it. The reactants are: Br[C:2]([CH3:7])([CH3:6])[C:3](Br)=[O:4].[NH2:8][C:9]1[CH:14]=[C:13]([S:15]([CH3:18])(=[O:17])=[O:16])[CH:12]=[C:11]([Br:19])[C:10]=1[OH:20].C(=O)([O-])[O-].[K+].[K+]. (2) Given the product [CH2:1]([S:3]([C:6]1[CH:7]=[C:8]([C:22]2[N:27]=[C:26]([CH3:28])[N:25]=[C:24]([NH2:29])[N:23]=2)[C:9]([NH:12][C:13]2[CH:14]=[N:15][C:16]([O:20][CH3:21])=[C:17]([F:19])[CH:18]=2)=[N:10][CH:11]=1)(=[O:4])=[O:5])[CH3:2], predict the reactants needed to synthesize it. The reactants are: [CH2:1]([S:3]([C:6]1[CH:7]=[C:8]([C:22]2[N:27]=[C:26]([CH3:28])[N:25]=[C:24]([N:29](CC3C=CC(OC)=CC=3)CC3C=CC(OC)=CC=3)[N:23]=2)[C:9]([NH:12][C:13]2[CH:14]=[N:15][C:16]([O:20][CH3:21])=[C:17]([F:19])[CH:18]=2)=[N:10][CH:11]=1)(=[O:5])=[O:4])[CH3:2].FC(F)(F)S(O)(=O)=O.[OH-].[Na+]. (3) Given the product [O:5]1[CH2:9][CH:6]1[CH:7]=[CH2:8].[O:17]1[CH2:16][C@H:15]1[CH:13]=[CH2:12], predict the reactants needed to synthesize it. The reactants are: C1OC1C.[O:5]1[CH2:9][CH:6]1[CH:7]=[CH2:8].CC1(C)C2CC[C:12]1(C)[C:13](/[C:15]/2=[C:16](\C(F)(F)F)/[OH:17])=O.CC1(C)C2CC[C:12]1(C)[C:13](/[C:15]/2=[C:16](\C(F)(F)F)/[OH:17])=O.CC1(C)C2CC[C:12]1(C)[C:13](/[C:15]/2=[C:16](\C(F)(F)F)/[OH:17])=O.[Eu].